This data is from NCI-60 drug combinations with 297,098 pairs across 59 cell lines. The task is: Regression. Given two drug SMILES strings and cell line genomic features, predict the synergy score measuring deviation from expected non-interaction effect. (1) Drug 1: CC1=C(C(=O)C2=C(C1=O)N3CC4C(C3(C2COC(=O)N)OC)N4)N. Drug 2: N.N.Cl[Pt+2]Cl. Cell line: SNB-75. Synergy scores: CSS=45.4, Synergy_ZIP=-2.61, Synergy_Bliss=-0.878, Synergy_Loewe=-21.2, Synergy_HSA=3.60. (2) Drug 1: C1CCN(CC1)CCOC2=CC=C(C=C2)C(=O)C3=C(SC4=C3C=CC(=C4)O)C5=CC=C(C=C5)O. Drug 2: CCCS(=O)(=O)NC1=C(C(=C(C=C1)F)C(=O)C2=CNC3=C2C=C(C=N3)C4=CC=C(C=C4)Cl)F. Cell line: UO-31. Synergy scores: CSS=17.7, Synergy_ZIP=-5.75, Synergy_Bliss=-2.11, Synergy_Loewe=-1.11, Synergy_HSA=-0.805. (3) Drug 1: C1=CC(=CC=C1CCC2=CNC3=C2C(=O)NC(=N3)N)C(=O)NC(CCC(=O)O)C(=O)O. Drug 2: COC1=NC(=NC2=C1N=CN2C3C(C(C(O3)CO)O)O)N. Cell line: MDA-MB-231. Synergy scores: CSS=10.1, Synergy_ZIP=0.481, Synergy_Bliss=9.22, Synergy_Loewe=-37.1, Synergy_HSA=-1.38. (4) Drug 1: COC1=C(C=C2C(=C1)N=CN=C2NC3=CC(=C(C=C3)F)Cl)OCCCN4CCOCC4. Drug 2: C1=CC(=CC=C1C#N)C(C2=CC=C(C=C2)C#N)N3C=NC=N3. Cell line: MDA-MB-435. Synergy scores: CSS=11.5, Synergy_ZIP=6.22, Synergy_Bliss=2.84, Synergy_Loewe=-0.159, Synergy_HSA=-0.374. (5) Drug 1: CC12CCC(CC1=CCC3C2CCC4(C3CC=C4C5=CN=CC=C5)C)O. Drug 2: CC1=C(N=C(N=C1N)C(CC(=O)N)NCC(C(=O)N)N)C(=O)NC(C(C2=CN=CN2)OC3C(C(C(C(O3)CO)O)O)OC4C(C(C(C(O4)CO)O)OC(=O)N)O)C(=O)NC(C)C(C(C)C(=O)NC(C(C)O)C(=O)NCCC5=NC(=CS5)C6=NC(=CS6)C(=O)NCCC[S+](C)C)O. Cell line: HT29. Synergy scores: CSS=7.30, Synergy_ZIP=-0.818, Synergy_Bliss=0.884, Synergy_Loewe=0.434, Synergy_HSA=-0.0266. (6) Drug 1: CC1CCC2CC(C(=CC=CC=CC(CC(C(=O)C(C(C(=CC(C(=O)CC(OC(=O)C3CCCCN3C(=O)C(=O)C1(O2)O)C(C)CC4CCC(C(C4)OC)OCCO)C)C)O)OC)C)C)C)OC. Drug 2: CS(=O)(=O)CCNCC1=CC=C(O1)C2=CC3=C(C=C2)N=CN=C3NC4=CC(=C(C=C4)OCC5=CC(=CC=C5)F)Cl. Cell line: MCF7. Synergy scores: CSS=16.6, Synergy_ZIP=0.826, Synergy_Bliss=5.24, Synergy_Loewe=7.39, Synergy_HSA=5.57. (7) Drug 1: C1=NC2=C(N1)C(=S)N=C(N2)N. Drug 2: CCC1=C2CN3C(=CC4=C(C3=O)COC(=O)C4(CC)O)C2=NC5=C1C=C(C=C5)O. Cell line: HCT-15. Synergy scores: CSS=56.2, Synergy_ZIP=-2.32, Synergy_Bliss=-2.41, Synergy_Loewe=-11.0, Synergy_HSA=-0.509.